This data is from Forward reaction prediction with 1.9M reactions from USPTO patents (1976-2016). The task is: Predict the product of the given reaction. (1) Given the reactants [F:1][C:2]1[CH:21]=[CH:20][C:5]([CH2:6][O:7][C:8]2[CH:9]=[C:10]([C:17]([OH:19])=O)[C:11](=[CH:15][CH:16]=2)[C:12]([OH:14])=O)=[CH:4][CH:3]=1.C(N1C=CN=C1)(N1C=CN=C1)=O.Cl.[NH2:35][CH2:36][C:37]([NH2:39])=[O:38].N1C=CC=CC=1, predict the reaction product. The product is: [F:1][C:2]1[CH:3]=[CH:4][C:5]([CH2:6][O:7][C:8]2[CH:9]=[C:10]3[C:11](=[CH:15][CH:16]=2)[C:12](=[O:14])[N:35]([CH2:36][C:37]([NH2:39])=[O:38])[C:17]3=[O:19])=[CH:20][CH:21]=1. (2) Given the reactants Br[C:2]1[CH:3]=[N:4][CH:5]=[C:6]([Br:9])[C:7]=1[NH2:8].C([O-])([O-])=O.[Na+].[Na+].[Cl:16][C:17]1[C:18]([Cl:26])=[C:19](B(O)O)[CH:20]=[CH:21][CH:22]=1, predict the reaction product. The product is: [Br:9][C:6]1[CH:5]=[N:4][CH:3]=[C:2]([C:20]2[CH:21]=[CH:22][C:17]([Cl:16])=[C:18]([Cl:26])[CH:19]=2)[C:7]=1[NH2:8]. (3) Given the reactants O.Cl.[C:3]12([CH2:13][CH2:14][NH:15][C:16]3[CH:21]=[CH:20][C:19]([N+:22]([O-])=O)=[CH:18][C:17]=3[F:25])[CH2:12][CH:7]3[CH2:8][CH:9]([CH2:11][CH:5]([CH2:6]3)[CH2:4]1)[CH2:10]2, predict the reaction product. The product is: [C:3]12([CH2:13][CH2:14][NH:15][C:16]3[CH:21]=[CH:20][C:19]([NH2:22])=[CH:18][C:17]=3[F:25])[CH2:4][CH:5]3[CH2:11][CH:9]([CH2:8][CH:7]([CH2:6]3)[CH2:12]1)[CH2:10]2. (4) Given the reactants [NH2:1][C:2]1[N:6]([CH3:7])[C:5](=[O:8])[C:4]([C:19]2[CH:24]=[CH:23][C:22]([F:25])=[C:21](Br)[CH:20]=2)([C:9]2[CH:14]=[C:13]([CH2:15][CH3:16])[N:12]=[C:11]([CH2:17][CH3:18])[CH:10]=2)[N:3]=1.[CH3:27][S:28]([O:31][C:32]1[CH:37]=[C:36](B2OC(C)(C)C(C)(C)O2)[CH:35]=[C:34]([Cl:47])[CH:33]=1)(=[O:30])=[O:29], predict the reaction product. The product is: [ClH:47].[CH3:27][S:28]([O:31][C:32]1[CH:37]=[C:36]([C:21]2[CH:20]=[C:19]([C:4]3([C:9]4[CH:10]=[C:11]([CH2:17][CH3:18])[N:12]=[C:13]([CH2:15][CH3:16])[CH:14]=4)[C:5](=[O:8])[N:6]([CH3:7])[C:2]([NH2:1])=[N:3]3)[CH:24]=[CH:23][C:22]=2[F:25])[CH:35]=[C:34]([Cl:47])[CH:33]=1)(=[O:29])=[O:30]. (5) Given the reactants [NH2:1][C:2]1[C:3]([C:9]([OH:11])=O)=[N:4][C:5]([I:8])=[CH:6][N:7]=1.[CH:12]([N:15](C(C)C)[CH2:16]C)(C)C.F[P-](F)(F)(F)(F)F.C[N+](C)=C(N(C)C)ON1C2N=CC=CC=2N=N1.CNC.C(O)(=O)CC(CC(O)=O)(C(O)=O)O, predict the reaction product. The product is: [CH3:12][N:15]([CH3:16])[C:9]([C:3]1[C:2]([NH2:1])=[N:7][CH:6]=[C:5]([I:8])[N:4]=1)=[O:11]. (6) Given the reactants [CH3:1][C@H:2]1[O:7][C@@H:6]([CH3:8])[CH2:5][NH:4][CH2:3]1.Cl[CH2:10][C:11]1[CH:36]=[CH:35][C:14]([C:15]([NH:17][C:18]2[CH:19]=[CH:20][C:21]([O:24][C:25](=[O:34])[N:26]([CH3:33])[C:27]3[CH:32]=[CH:31][CH:30]=[CH:29][CH:28]=3)=[N:22][CH:23]=2)=[O:16])=[CH:13][CH:12]=1, predict the reaction product. The product is: [CH3:8][C@H:6]1[O:7][C@@H:2]([CH3:1])[CH2:3][N:4]([CH2:10][C:11]2[CH:12]=[CH:13][C:14]([C:15]([NH:17][C:18]3[CH:19]=[CH:20][C:21]([O:24][C:25](=[O:34])[N:26]([CH3:33])[C:27]4[CH:32]=[CH:31][CH:30]=[CH:29][CH:28]=4)=[N:22][CH:23]=3)=[O:16])=[CH:35][CH:36]=2)[CH2:5]1. (7) Given the reactants [Cl:1][C:2]1[C:7]([C:8]2[CH:13]=[CH:12][CH:11]=[CH:10][CH:9]=2)=[N:6][N:5]=[C:4]2[NH:14][N:15]=[C:16]([C:17]3[CH:22]=[CH:21][CH:20]=[CH:19][CH:18]=3)[C:3]=12.O[CH2:24][CH2:25][N:26]1[CH2:30][CH2:29][CH2:28][C:27]1=[O:31], predict the reaction product. The product is: [Cl:1][C:2]1[C:7]([C:8]2[CH:9]=[CH:10][CH:11]=[CH:12][CH:13]=2)=[N:6][N:5]=[C:4]2[N:14]([CH2:24][CH2:25][N:26]3[CH2:30][CH2:29][CH2:28][C:27]3=[O:31])[N:15]=[C:16]([C:17]3[CH:18]=[CH:19][CH:20]=[CH:21][CH:22]=3)[C:3]=12.